This data is from Human liver microsome stability data. The task is: Regression/Classification. Given a drug SMILES string, predict its absorption, distribution, metabolism, or excretion properties. Task type varies by dataset: regression for continuous measurements (e.g., permeability, clearance, half-life) or binary classification for categorical outcomes (e.g., BBB penetration, CYP inhibition). Dataset: hlm. (1) The drug is COC(=O)Nc1ccc(-c2cc([C@H](Cc3cccc(F)c3)NC(=O)C=Cc3cc(Cl)ccc3-n3cnnn3)nnc2Cl)cc1. The result is 1 (stable in human liver microsomes). (2) The drug is COc1cc2c(N3CCN(C(=O)Nc4ccc(C#N)cc4)CC3)ncnc2cc1OCCCN1CCCCC1. The result is 0 (unstable in human liver microsomes). (3) The result is 0 (unstable in human liver microsomes). The drug is O=S1(=O)CCC(COc2ccc3c(c2)CCC2(CCN(C4CCC4)CC2)O3)CC1. (4) The compound is CC(C)Cn1nc(-c2cccs2)c(O)c(C2=NS(=O)(=O)c3cc(NS(C)(=O)=O)ccc3N2)c1=O. The result is 0 (unstable in human liver microsomes). (5) The drug is NC(=O)c1ccccc1NC(=O)c1cccnc1N1CCCCC1. The result is 1 (stable in human liver microsomes). (6) The compound is Cc1cc(C=CC#N)cc(C)c1Oc1cc(Nc2ccc(C#N)cc2)c(N)cc1C(N)=O. The result is 0 (unstable in human liver microsomes). (7) The drug is CC(C)(O)CNC(=O)c1nc(CC2CCCCC2)c(-c2ccc(S(=O)(=O)NC(C)(C)C)c3ccccc23)s1. The result is 0 (unstable in human liver microsomes). (8) The compound is O=Cc1ccc(-c2cccnc2)o1. The result is 0 (unstable in human liver microsomes). (9) The compound is COc1cc(N2CCN(C3CCN(c4cccc5ccc(C)nc45)CC3)CC2)c2ncccc2c1. The result is 1 (stable in human liver microsomes).